From a dataset of NCI-60 drug combinations with 297,098 pairs across 59 cell lines. Regression. Given two drug SMILES strings and cell line genomic features, predict the synergy score measuring deviation from expected non-interaction effect. (1) Drug 1: CNC(=O)C1=CC=CC=C1SC2=CC3=C(C=C2)C(=NN3)C=CC4=CC=CC=N4. Drug 2: CC1C(C(=O)NC(C(=O)N2CCCC2C(=O)N(CC(=O)N(C(C(=O)O1)C(C)C)C)C)C(C)C)NC(=O)C3=C4C(=C(C=C3)C)OC5=C(C(=O)C(=C(C5=N4)C(=O)NC6C(OC(=O)C(N(C(=O)CN(C(=O)C7CCCN7C(=O)C(NC6=O)C(C)C)C)C)C(C)C)C)N)C. Cell line: NCIH23. Synergy scores: CSS=-2.25, Synergy_ZIP=4.68, Synergy_Bliss=2.38, Synergy_Loewe=0.611, Synergy_HSA=0.831. (2) Drug 1: CC1C(C(=O)NC(C(=O)N2CCCC2C(=O)N(CC(=O)N(C(C(=O)O1)C(C)C)C)C)C(C)C)NC(=O)C3=C4C(=C(C=C3)C)OC5=C(C(=O)C(=C(C5=N4)C(=O)NC6C(OC(=O)C(N(C(=O)CN(C(=O)C7CCCN7C(=O)C(NC6=O)C(C)C)C)C)C(C)C)C)N)C. Drug 2: C1CN1P(=S)(N2CC2)N3CC3. Cell line: HCT116. Synergy scores: CSS=33.1, Synergy_ZIP=6.19, Synergy_Bliss=8.36, Synergy_Loewe=6.50, Synergy_HSA=8.51. (3) Drug 1: CCC(=C(C1=CC=CC=C1)C2=CC=C(C=C2)OCCN(C)C)C3=CC=CC=C3.C(C(=O)O)C(CC(=O)O)(C(=O)O)O. Drug 2: CC(C)NC(=O)C1=CC=C(C=C1)CNNC.Cl. Cell line: SK-MEL-5. Synergy scores: CSS=-1.46, Synergy_ZIP=0.512, Synergy_Bliss=-0.488, Synergy_Loewe=-3.97, Synergy_HSA=-2.76. (4) Drug 1: COC1=C(C=C2C(=C1)N=CN=C2NC3=CC(=C(C=C3)F)Cl)OCCCN4CCOCC4. Drug 2: C1=NC(=NC(=O)N1C2C(C(C(O2)CO)O)O)N. Cell line: NCI-H522. Synergy scores: CSS=35.0, Synergy_ZIP=0.719, Synergy_Bliss=1.28, Synergy_Loewe=-0.391, Synergy_HSA=2.51. (5) Cell line: T-47D. Synergy scores: CSS=10.9, Synergy_ZIP=6.02, Synergy_Bliss=11.3, Synergy_Loewe=9.40, Synergy_HSA=9.60. Drug 1: CC(C1=C(C=CC(=C1Cl)F)Cl)OC2=C(N=CC(=C2)C3=CN(N=C3)C4CCNCC4)N. Drug 2: CC1=C(C=C(C=C1)NC(=O)C2=CC=C(C=C2)CN3CCN(CC3)C)NC4=NC=CC(=N4)C5=CN=CC=C5. (6) Drug 1: C1CN(P(=O)(OC1)NCCCl)CCCl. Drug 2: CC(C)CN1C=NC2=C1C3=CC=CC=C3N=C2N. Cell line: HOP-92. Synergy scores: CSS=1.70, Synergy_ZIP=-0.573, Synergy_Bliss=1.52, Synergy_Loewe=-0.488, Synergy_HSA=-0.230.